From a dataset of Catalyst prediction with 721,799 reactions and 888 catalyst types from USPTO. Predict which catalyst facilitates the given reaction. (1) Reactant: S(Cl)(Cl)=O.C1(C2C=CC(C(O)=O)=CC=2)C=CC=CC=1.C1(C2C=CC(C(Cl)=O)=CC=2)C=CC=CC=1.[CH3:35][O:36][C:37]1[CH:38]=[C:39]2[C:44](=[CH:45][C:46]=1[O:47][CH3:48])[N:43]=[CH:42][CH:41]=[C:40]2[O:49][C:50]1[CH:56]=[CH:55][C:53]([NH2:54])=[CH:52][C:51]=1[F:57].[C:58]1([C:64]2[CH:69]=[CH:68][C:67]([C:70]([N:72]=[C:73]=[S:74])=[O:71])=[CH:66][CH:65]=2)[CH:63]=[CH:62][CH:61]=[CH:60][CH:59]=1. Product: [CH3:35][O:36][C:37]1[CH:38]=[C:39]2[C:44](=[CH:45][C:46]=1[O:47][CH3:48])[N:43]=[CH:42][CH:41]=[C:40]2[O:49][C:50]1[CH:56]=[CH:55][C:53]([NH:54][C:73]([NH:72][C:70](=[O:71])[C:67]2[CH:68]=[CH:69][C:64]([C:58]3[CH:59]=[CH:60][CH:61]=[CH:62][CH:63]=3)=[CH:65][CH:66]=2)=[S:74])=[CH:52][C:51]=1[F:57]. The catalyst class is: 234. (2) Reactant: Cl[C:2]1[CH:7]=[CH:6][C:5]([N+:8]([O-:10])=[O:9])=[CH:4][C:3]=1[O:11][CH3:12].[NH:13]1[CH2:18][CH2:17][O:16][CH2:15][CH2:14]1. Product: [CH3:12][O:11][C:3]1[CH:4]=[C:5]([N+:8]([O-:10])=[O:9])[CH:6]=[CH:7][C:2]=1[N:13]1[CH2:18][CH2:17][O:16][CH2:15][CH2:14]1. The catalyst class is: 13.